From a dataset of Drug-target binding data from BindingDB using IC50 measurements. Regression. Given a target protein amino acid sequence and a drug SMILES string, predict the binding affinity score between them. We predict pIC50 (pIC50 = -log10(IC50 in M); higher means more potent). Dataset: bindingdb_ic50. (1) The small molecule is O=C(c1cc([C@H]2CCCN2c2cc(F)cc(F)c2)c2oc(N3CCOCC3)cc(=O)c2c1)N1CCOCC1. The target protein (P49619) has sequence MGEERWVSLTPEEFDQLQKYSEYSSKKIKDALTEFNEGGSLKQYDPHEPISYDVFKLFMRAYLEVDLPQPLSTHLFLAFSQKPRHETSDHPTEGASNSEANSADTNIQNADNATKADEACAPDTESNMAEKQAPAEDQVAATPLEPPVPRSSSSESPVVYLKDVVCYLSLLETGRPQDKLEFMFRLYDSDENGLLDQAEMDCIVNQMLHIAQYLEWDPTELRPILKEMLQGMDYDRDGFVSLQEWVHGGMTTIPLLVLLGMDDSGSKGDGRHAWTMKHFKKPTYCNFCHIMLMGVRKQGLCCTYCKYTVHERCVSRNIPGCVKTYSKAKRSGEVMQHAWVEGNSSVKCDRCHKSIKCYQSVTARHCVWCRMTFHRKCELSTLCDGGELRDHILLPTSICPITRDRPGEKSDGCVSAKGELVMQYKIIPTPGTHPLLVLVNPKSGGRQGERILRKFHYLLNPKQVFNLDNGGPTPGLNFFRDTPDFRVLACGGDGTVGWIL.... The pIC50 is 4.3. (2) The small molecule is O=C(NCc1ccccc1)c1ccccc1-n1sc2ccccc2c1=O. The target protein sequence is MDREPVTVRSYANIAIIKYWGKKKEKEMVPATSSISLTLENMYTETTLSPLPANVTADEFYINGQLQNEVEHAKMSKIIDRYRPAGEGFVRIDTQNNMPTAAGLSSSSSGLSALVKACNAYFKLGLDRSQLAQEAKFASGSSSRSFYGPLGAWDKDSGEIYPVETDLKLAMIMLVLEDKKKPISSRDGMKLCVETSTTFDDWVRQSEKDYQDMLIYLKENDFAKIGELTEKNALAMHATTKTASPAFSYLTDASYEAMDFVRQLREKGEACYFTMDAGPNVKVFCQEKDLEHLSEIFGQRYRLIVSKTKDLSQDDCC. The pIC50 is 6.2.